From a dataset of Full USPTO retrosynthesis dataset with 1.9M reactions from patents (1976-2016). Predict the reactants needed to synthesize the given product. (1) Given the product [Cl:8][C:9]1[CH:40]=[CH:39][CH:38]=[CH:37][C:10]=1[CH2:11][N:12]([CH3:36])[C:13]([C:15]1[N:16]=[N:17][N:18]([CH2:21][C:22]2[CH:27]=[C:26]([C:28]([F:31])([F:29])[F:30])[CH:25]=[C:24]([C:32]([F:35])([F:33])[F:34])[CH:23]=2)[C:19]=1[N:3]1[CH:7]=[CH:6][CH:5]=[N:4]1)=[O:14], predict the reactants needed to synthesize it. The reactants are: [H-].[Na+].[NH:3]1[CH:7]=[CH:6][CH:5]=[N:4]1.[Cl:8][C:9]1[CH:40]=[CH:39][CH:38]=[CH:37][C:10]=1[CH2:11][N:12]([CH3:36])[C:13]([C:15]1[N:16]=[N:17][N:18]([CH2:21][C:22]2[CH:27]=[C:26]([C:28]([F:31])([F:30])[F:29])[CH:25]=[C:24]([C:32]([F:35])([F:34])[F:33])[CH:23]=2)[C:19]=1Cl)=[O:14].O. (2) Given the product [CH2:27]([O:30][N:31]([CH:13]1[CH2:12][N:11]([C:20]([O:22][C:23]([CH3:26])([CH3:25])[CH3:24])=[O:21])[C@H:10]([CH2:9][O:8][Si:1]([C:4]([CH3:5])([CH3:7])[CH3:6])([CH3:3])[CH3:2])[CH:15]=[C:14]1[CH2:16][O:17][CH3:18])[S:32]([C:35]1[CH:40]=[CH:39][CH:38]=[CH:37][C:36]=1[N+:41]([O-:43])=[O:42])(=[O:34])=[O:33])[CH:28]=[CH2:29], predict the reactants needed to synthesize it. The reactants are: [Si:1]([O:8][CH2:9][C@@H:10]1[CH:15]=[C:14]([CH2:16][O:17][CH3:18])[CH:13](O)[CH2:12][N:11]1[C:20]([O:22][C:23]([CH3:26])([CH3:25])[CH3:24])=[O:21])([C:4]([CH3:7])([CH3:6])[CH3:5])([CH3:3])[CH3:2].[CH2:27]([O:30][NH:31][S:32]([C:35]1[CH:40]=[CH:39][CH:38]=[CH:37][C:36]=1[N+:41]([O-:43])=[O:42])(=[O:34])=[O:33])[CH:28]=[CH2:29].C1(P(C2C=CC=CC=2)C2C=CC=CC=2)C=CC=CC=1.N(/C(OC(C)C)=O)=N\C(OC(C)C)=O.